The task is: Predict which catalyst facilitates the given reaction.. This data is from Catalyst prediction with 721,799 reactions and 888 catalyst types from USPTO. Reactant: [C:1]([C:3]1[CH:4]=[C:5]([S:10]([NH:13][C:14]2[CH:19]=[CH:18][C:17]([F:20])=[CH:16][N:15]=2)(=[O:12])=[O:11])[CH:6]=[CH:7][C:8]=1F)#[N:2].[Cl:21][C:22]1[CH:29]=[C:28]([OH:30])[CH:27]=[CH:26][C:23]=1[C:24]#[N:25].C(=O)([O-])[O-].[K+].[K+].C(=O)([O-])O.[Na+]. Product: [Cl:21][C:22]1[CH:29]=[C:28]([CH:27]=[CH:26][C:23]=1[C:24]#[N:25])[O:30][C:8]1[CH:7]=[CH:6][C:5]([S:10]([NH:13][C:14]2[CH:19]=[CH:18][C:17]([F:20])=[CH:16][N:15]=2)(=[O:12])=[O:11])=[CH:4][C:3]=1[C:1]#[N:2]. The catalyst class is: 148.